The task is: Predict the reaction yield, written as a fraction of the theoretical maximum amount of product (1.0 means a 100% yield; for example, 0.34 means a 34% yield).. This data is from Reaction yield outcomes from USPTO patents with 853,638 reactions. (1) The reactants are [NH2:1][C:2]1[C:10]([F:11])=[C:9]([F:12])[C:5]([C:6]([OH:8])=[O:7])=[C:4]([F:13])[C:3]=1[F:14].S(Cl)(Cl)=O.[CH3:19]O. No catalyst specified. The product is [NH2:1][C:2]1[C:3]([F:14])=[C:4]([F:13])[C:5]([C:6]([O:8][CH3:19])=[O:7])=[C:9]([F:12])[C:10]=1[F:11]. The yield is 0.870. (2) The reactants are [CH:1]1([N:7]2[C:12](=[O:13])[CH2:11][C:10](=[O:14])[N:9]([CH2:15][CH2:16][CH:17]3[CH2:19][CH2:18]3)[C:8]2=[O:20])[CH2:6][CH2:5][CH2:4][CH2:3][CH2:2]1.C(N(C(C)C)CC)(C)C.[N:30]([CH2:33][C:34]([O:36]CC)=[O:35])=[C:31]=[O:32]. The catalyst is C(Cl)(Cl)Cl. The product is [CH:1]1([N:7]2[C:12]([OH:13])=[C:11]([C:31]([NH:30][CH2:33][C:34]([OH:36])=[O:35])=[O:32])[C:10](=[O:14])[N:9]([CH2:15][CH2:16][CH:17]3[CH2:18][CH2:19]3)[C:8]2=[O:20])[CH2:2][CH2:3][CH2:4][CH2:5][CH2:6]1. The yield is 0.630. (3) The reactants are Br[C:2]1[CH:7]=[CH:6][C:5]([CH:8]([OH:13])[C:9]([F:12])([F:11])[F:10])=[CH:4][CH:3]=1.[C:14]1([CH3:23])[CH:19]=[CH:18][CH:17]=[C:16](B(O)O)[CH:15]=1.C([O-])([O-])=O.[K+].[K+].CCO. The catalyst is [Pd].C(Cl)Cl.O. The product is [F:10][C:9]([F:12])([F:11])[CH:8]([C:5]1[CH:6]=[CH:7][CH:2]=[CH:3][C:4]=1[C:16]1[CH:17]=[CH:18][CH:19]=[C:14]([CH3:23])[CH:15]=1)[OH:13]. The yield is 0.720. (4) The catalyst is C(#N)C.C(Cl)Cl. The yield is 0.940. The product is [Br:1][C:2]1[CH:3]=[CH:4][C:5]2[O:14][CH2:13][CH2:12][N:11]3[C:7](=[N:8][C:9]([C:15]([Cl:23])=[O:16])=[CH:10]3)[C:6]=2[CH:18]=1. The reactants are [Br:1][C:2]1[CH:3]=[CH:4][C:5]2[O:14][CH2:13][CH2:12][N:11]3[C:7](=[N:8][C:9]([C:15](O)=[O:16])=[CH:10]3)[C:6]=2[CH:18]=1.C(Cl)(C([Cl:23])=O)=O.CN(C)C=O. (5) The reactants are [O:1]1[CH2:6][CH2:5][N:4]([C:7]2[CH:12]=[CH:11][C:10]([C:13]3[C:22]4[C:21]([NH2:23])=[N:20][C:19]([NH2:24])=[N:18][C:17]=4[C:16](C4C=CC=C([N+]([O-])=O)C=4)=[N:15][CH:14]=3)=[CH:9][CH:8]=2)[CH2:3][CH2:2]1.CCN(C(C)C)C(C)C. The catalyst is CC(=O)OCC.[Pd]. The product is [O:1]1[CH2:6][CH2:5][N:4]([C:7]2[CH:12]=[CH:11][C:10]([C:13]3[C:22]4[C:21]([NH2:23])=[N:20][C:19]([NH2:24])=[N:18][C:17]=4[CH:16]=[N:15][CH:14]=3)=[CH:9][CH:8]=2)[CH2:3][CH2:2]1. The yield is 0.650. (6) The reactants are [C:1]([Si:5]([CH3:23])([CH3:22])[O:6][CH:7]([CH:19]1[CH2:21][CH2:20]1)[CH2:8][O:9][C:10]1[C:11](Cl)=[N:12][C:13]([Cl:17])=[N:14][C:15]=1[Cl:16])([CH3:4])([CH3:3])[CH3:2].C(N(CC)CC)C.[NH:31]1[CH2:36][CH2:35][O:34][CH2:33][CH2:32]1. No catalyst specified. The product is [C:1]([Si:5]([CH3:22])([CH3:23])[O:6][CH:7]([CH:19]1[CH2:21][CH2:20]1)[CH2:8][O:9][C:10]1[C:11]([N:31]2[CH2:36][CH2:35][O:34][CH2:33][CH2:32]2)=[N:12][C:13]([Cl:17])=[N:14][C:15]=1[Cl:16])([CH3:3])([CH3:2])[CH3:4]. The yield is 0.840.